This data is from Reaction yield outcomes from USPTO patents with 853,638 reactions. The task is: Predict the reaction yield, written as a fraction of the theoretical maximum amount of product (1.0 means a 100% yield; for example, 0.34 means a 34% yield). The reactants are CC([O-])(C)C.[K+].CC1C=CC(S([CH2:17][N+:18]#[C-])(=O)=O)=CC=1.[F:20][C:21]1[CH:22]=[C:23]([CH:26]=[CH:27][C:28]=1[O:29][CH3:30])[CH:24]=O.CO. The catalyst is C1COCC1.O. The product is [F:20][C:21]1[CH:22]=[C:23]([CH2:24][C:17]#[N:18])[CH:26]=[CH:27][C:28]=1[O:29][CH3:30]. The yield is 0.580.